Dataset: Catalyst prediction with 721,799 reactions and 888 catalyst types from USPTO. Task: Predict which catalyst facilitates the given reaction. (1) Reactant: Cl.[Cl:2][C:3]1[C:8]([Cl:9])=[CH:7][C:6]([NH:10][CH2:11][C:12]([N:14]2[CH2:19][CH2:18][N:17]([CH:20]3[CH2:23][NH:22][CH2:21]3)[CH2:16][CH2:15]2)=[O:13])=[C:5]([OH:24])[CH:4]=1.CCN(CC)CC.[C:32](Cl)(=[O:35])[CH:33]=[CH2:34].O. Product: [Cl:2][C:3]1[C:8]([Cl:9])=[CH:7][C:6]([NH:10][CH2:11][C:12]([N:14]2[CH2:19][CH2:18][N:17]([CH:20]3[CH2:23][N:22]([C:32](=[O:35])[CH:33]=[CH2:34])[CH2:21]3)[CH2:16][CH2:15]2)=[O:13])=[C:5]([OH:24])[CH:4]=1. The catalyst class is: 59. (2) Product: [Cl:8][C:5]1[N:6]=[CH:7][C:2]([C@H:29]([NH:28][C@@H:23]([CH2:24][CH:25]([CH3:27])[CH3:26])[CH2:22][OH:21])[C:30]([F:32])([F:31])[F:33])=[CH:3][CH:4]=1. Reactant: Br[C:2]1[CH:3]=[CH:4][C:5]([Cl:8])=[N:6][CH:7]=1.C([Li])CCC.[Si]([O:21][CH2:22][C@@H:23](/[N:28]=[CH:29]/[C:30]([F:33])([F:32])[F:31])[CH2:24][CH:25]([CH3:27])[CH3:26])(C(C)(C)C)(C)C.[NH4+].[Cl-]. The catalyst class is: 28. (3) The catalyst class is: 821. Reactant: [NH2:1][C:2]1[N:7]=[CH:6][C:5]([C:8]2[CH:13]=[CH:12][C:11]([C:14]3[C:15]([C:20]([O:22]C)=[O:21])=[CH:16][CH:17]=[CH:18][CH:19]=3)=[CH:10][C:9]=2[F:24])=[CH:4][N:3]=1. Product: [NH2:1][C:2]1[N:7]=[CH:6][C:5]([C:8]2[CH:13]=[CH:12][C:11]([C:14]3[C:15]([C:20]([OH:22])=[O:21])=[CH:16][CH:17]=[CH:18][CH:19]=3)=[CH:10][C:9]=2[F:24])=[CH:4][N:3]=1. (4) Product: [N:39]1[C:48]2[C:43](=[CH:44][CH:45]=[CH:46][CH:47]=2)[C:42]([CH2:49][CH2:9][CH2:8][CH2:7][C:5]([O:4][CH2:2][CH3:3])=[O:6])=[CH:41][CH:40]=1. The catalyst class is: 1. Reactant: [Br-].[CH2:2]([O:4][C:5]([CH2:7][CH2:8][CH2:9][P+](C1C=CC=CC=1)(C1C=CC=CC=1)C1C=CC=CC=1)=[O:6])[CH3:3].C[Si]([N-][Si](C)(C)C)(C)C.[Na+].[N:39]1[C:48]2[C:43](=[CH:44][CH:45]=[CH:46][CH:47]=2)[C:42]([CH:49]=O)=[CH:41][CH:40]=1. (5) The catalyst class is: 1. Reactant: [Cl:1][C:2]1[CH:7]=[CH:6][C:5]([C:8]2[N:9]=[C:10]([C:13]([OH:15])=O)[S:11][CH:12]=2)=[CH:4][CH:3]=1.C1N=CN(C(N2C=NC=C2)=O)C=1.[CH3:28][N:29]([CH3:38])[C:30]1[CH:37]=[CH:36][C:33]([CH2:34][NH2:35])=[CH:32][CH:31]=1. Product: [CH3:28][N:29]([CH3:38])[C:30]1[CH:37]=[CH:36][C:33]([CH2:34][NH:35][C:13]([C:10]2[S:11][CH:12]=[C:8]([C:5]3[CH:4]=[CH:3][C:2]([Cl:1])=[CH:7][CH:6]=3)[N:9]=2)=[O:15])=[CH:32][CH:31]=1. (6) The catalyst class is: 1. Reactant: Br[CH2:2][C:3]1[CH:4]=[C:5]([B:9]2[O:13][C:12]([CH3:15])([CH3:14])[C:11]([CH3:17])([CH3:16])[O:10]2)[CH:6]=[CH:7][CH:8]=1.[CH3:18][N:19]1[CH2:24][CH2:23][NH:22][CH2:21][CH2:20]1. Product: [CH3:16][C:11]1([CH3:17])[C:12]([CH3:15])([CH3:14])[O:13][B:9]([C:5]2[CH:4]=[C:3]([CH:8]=[CH:7][CH:6]=2)[CH2:2][N:22]2[CH2:23][CH2:24][N:19]([CH3:18])[CH2:20][CH2:21]2)[O:10]1.